This data is from Forward reaction prediction with 1.9M reactions from USPTO patents (1976-2016). The task is: Predict the product of the given reaction. (1) Given the reactants Br[C:2]1[CH:3]=[C:4]([S:12]([NH2:15])(=[O:14])=[O:13])[CH:5]=[C:6]([CH:10]=[O:11])[C:7]=1[O:8][CH3:9].[Cl:16][C:17]1[CH:18]=[C:19](B(O)O)[CH:20]=[CH:21][CH:22]=1, predict the reaction product. The product is: [Cl:16][C:17]1[CH:22]=[C:21]([C:2]2[C:7]([O:8][CH3:9])=[C:6]([CH:10]=[O:11])[CH:5]=[C:4]([S:12]([NH2:15])(=[O:14])=[O:13])[CH:3]=2)[CH:20]=[CH:19][CH:18]=1. (2) Given the reactants [CH3:1][C:2]([CH3:19])([CH3:18])[C:3]([NH:5][C:6]1[CH:11]=[CH:10][C:9]([C:12]2[CH:17]=[CH:16][CH:15]=[CH:14][CH:13]=2)=[CH:8][N:7]=1)=[O:4].CN(C)[CH:22]=[O:23], predict the reaction product. The product is: [CH:22]([C:11]1[C:6]([NH:5][C:3](=[O:4])[C:2]([CH3:19])([CH3:18])[CH3:1])=[N:7][CH:8]=[C:9]([C:12]2[CH:17]=[CH:16][CH:15]=[CH:14][CH:13]=2)[CH:10]=1)=[O:23]. (3) Given the reactants [CH:1]([CH:3]1[CH2:8][CH2:7][N:6]([C:9]([O:11][C:12]([CH3:15])([CH3:14])[CH3:13])=[O:10])[CH2:5][CH2:4]1)=O.[CH:16]([C:18]([CH3:20])=[O:19])=[CH2:17].[OH-].[K+], predict the reaction product. The product is: [O:19]=[C:18]1[CH2:16][CH2:17][C:3]2([CH2:8][CH2:7][N:6]([C:9]([O:11][C:12]([CH3:15])([CH3:14])[CH3:13])=[O:10])[CH2:5][CH2:4]2)[CH:1]=[CH:20]1. (4) Given the reactants [CH3:1][O:2][C:3]([C@@H:5]1[CH2:9][C@H:8]([NH2:10])[CH2:7][N:6]1[CH2:11][CH2:12][C:13]([CH3:16])([CH3:15])[CH3:14])=[O:4].[OH:17][C:18]1[C:27]2[C:22](=[CH:23][CH:24]=[CH:25][CH:26]=2)[CH:21]=[CH:20][C:19]=1[C:28](O)=[O:29], predict the reaction product. The product is: [CH3:1][O:2][C:3]([C@@H:5]1[CH2:9][C@H:8]([NH:10][C:28]([C:19]2[CH:20]=[CH:21][C:22]3[C:27](=[CH:26][CH:25]=[CH:24][CH:23]=3)[C:18]=2[OH:17])=[O:29])[CH2:7][N:6]1[CH2:11][CH2:12][C:13]([CH3:16])([CH3:15])[CH3:14])=[O:4]. (5) Given the reactants [NH2:1][C:2]1[CH:7]=[C:6]([C:8]([O:10][CH3:11])=[O:9])[CH:5]=[C:4]([CH3:12])[C:3]=1[C:13]([O:15][CH3:16])=[O:14].C(=O)(O)[O-].[Na+].[C:22](Cl)(Cl)=[S:23], predict the reaction product. The product is: [N:1]([C:2]1[CH:7]=[C:6]([C:8]([O:10][CH3:11])=[O:9])[CH:5]=[C:4]([CH3:12])[C:3]=1[C:13]([O:15][CH3:16])=[O:14])=[C:22]=[S:23]. (6) The product is: [Cl:26][C:10]1[C:9]2[N:8]=[C:5]([CH2:4][O:3][CH2:1][CH3:2])[N:15]([NH:16][C:17](=[O:18])[O:19][C:20]([CH3:21])([CH3:22])[CH3:23])[C:14]=2[C:13]([CH3:24])=[C:12]([CH3:25])[N:11]=1. Given the reactants [CH2:1]([O:3][CH2:4][C:5](Cl)=O)[CH3:2].[NH2:8][C:9]1[C:10]([Cl:26])=[N:11][C:12]([CH3:25])=[C:13]([CH3:24])[C:14]=1[NH:15][NH:16][C:17]([O:19][C:20]([CH3:23])([CH3:22])[CH3:21])=[O:18].C(N(CC)CC)C.[OH-].[Na+], predict the reaction product. (7) Given the reactants [Br:1][C:2]1[CH:7]=[CH:6][C:5]([C:8](=[O:10])[CH3:9])=[CH:4][C:3]=1[C:11]([F:14])([F:13])[F:12].C[Si]([N-][Si](C)(C)C)(C)C.[Li+].[F:25][C:26]([F:35])([F:34])[C:27](N1C=CN=C1)=[O:28], predict the reaction product. The product is: [Br:1][C:2]1[CH:7]=[CH:6][C:5]([C:8](=[O:10])[CH2:9][C:27](=[O:28])[C:26]([F:35])([F:34])[F:25])=[CH:4][C:3]=1[C:11]([F:12])([F:13])[F:14]. (8) Given the reactants Cl.[CH3:2][O:3][C:4]([C@@H:6]1[CH2:10][CH2:9][CH2:8][C@@H:7]1[NH2:11])=[O:5].[F:12][C:13]([F:23])([F:22])[C:14]1[CH:21]=[CH:20][C:17]([CH:18]=O)=[CH:16][CH:15]=1.C([BH3-])#N.[Na+].C(=O)(O)[O-].[Na+], predict the reaction product. The product is: [CH3:2][O:3][C:4]([C@@H:6]1[CH2:10][CH2:9][CH2:8][C@@H:7]1[NH:11][CH2:18][C:17]1[CH:16]=[CH:15][C:14]([C:13]([F:12])([F:22])[F:23])=[CH:21][CH:20]=1)=[O:5]. (9) Given the reactants [N:1]([C:4]1[CH:11]=[CH:10][C:7]([C:8]#[N:9])=[C:6]([C:12]([F:15])([F:14])[F:13])[CH:5]=1)=[C:2]=[S:3].[C:16]([C:18]1([NH:23][C:24]2[CH:29]=[CH:28][C:27]([CH2:30][CH2:31][CH2:32][C:33]#[N:34])=[CH:26][CH:25]=2)[CH2:22][CH2:21][CH2:20][CH2:19]1)#N.C[OH:36].Cl, predict the reaction product. The product is: [C:33]([CH2:32][CH2:31][CH2:30][C:27]1[CH:28]=[CH:29][C:24]([N:23]2[C:18]3([CH2:22][CH2:21][CH2:20][CH2:19]3)[C:16](=[O:36])[N:1]([C:4]3[CH:11]=[CH:10][C:7]([C:8]#[N:9])=[C:6]([C:12]([F:13])([F:15])[F:14])[CH:5]=3)[C:2]2=[S:3])=[CH:25][CH:26]=1)#[N:34].